From a dataset of Tyrosyl-DNA phosphodiesterase HTS with 341,365 compounds. Binary Classification. Given a drug SMILES string, predict its activity (active/inactive) in a high-throughput screening assay against a specified biological target. (1) The drug is S(=O)(=O)(NC(=O)NC1CCCCC1)c1ccc(cc1)C. The result is 0 (inactive). (2) The drug is s1c(N2CCOCC2)nc2c1cc(C(=O)N1CCN(CC1)c1c(ccc(c1)C)C)cc2. The result is 0 (inactive). (3) The drug is Oc1c2c(cc3c1c(O)ccc3)cccc2O. The result is 0 (inactive). (4) The drug is O(C1C(C)C=CCC(OCC(OC)C(C)C=CCC(OCC(C(OC1)=O)C)=O)=O)C. The result is 0 (inactive). (5) The molecule is Brc1c(cc(NC(=O)CCc2n(Cc3ccc(OC)cc3)c3ncccc3n2)cc1)C. The result is 0 (inactive). (6) The result is 0 (inactive). The molecule is S(=O)(=O)(N(CC1NC(C2C1C(=O)N(C2=O)C)(CC)C(OC)=O)C)c1ccc(cc1)C(F)(F)F. (7) The drug is S=C(N1CCC(CC1)C(=O)c1ccc(F)cc1)NCCc1cc(OC)c(OC)cc1. The result is 0 (inactive).